From a dataset of TCR-epitope binding with 47,182 pairs between 192 epitopes and 23,139 TCRs. Binary Classification. Given a T-cell receptor sequence (or CDR3 region) and an epitope sequence, predict whether binding occurs between them. (1) The epitope is NEGVKAAW. The TCR CDR3 sequence is CASSPIPGGVDTQYF. Result: 0 (the TCR does not bind to the epitope). (2) The epitope is RQLLFVVEV. The TCR CDR3 sequence is CASSYQNTGELFF. Result: 0 (the TCR does not bind to the epitope). (3) The epitope is RAKFKQLL. The TCR CDR3 sequence is CASSYGGSTDTQYF. Result: 0 (the TCR does not bind to the epitope). (4) The epitope is LPAADLDDF. The TCR CDR3 sequence is CASSPLSLTSQHGYTF. Result: 1 (the TCR binds to the epitope). (5) The epitope is FIAGLIAIV. The TCR CDR3 sequence is CASSLNRGSNQPQHF. Result: 0 (the TCR does not bind to the epitope).